From a dataset of Catalyst prediction with 721,799 reactions and 888 catalyst types from USPTO. Predict which catalyst facilitates the given reaction. (1) Reactant: [CH:1]([O:4][C:5]1[CH:6]=[C:7]([CH:10]=[CH:11][CH:12]=1)[CH:8]=[O:9])([CH3:3])[CH3:2].[BH4-].[Na+]. The catalyst class is: 5. Product: [CH:1]([O:4][C:5]1[CH:6]=[C:7]([CH2:8][OH:9])[CH:10]=[CH:11][CH:12]=1)([CH3:3])[CH3:2]. (2) Reactant: [C:1]1([C:7]2[N:8]=[C:9]([C:18]3[C:22]([NH:23][C:24](=[O:33])[C:25]4[C:30]([F:31])=[CH:29][CH:28]=[CH:27][C:26]=4[F:32])=[CH:21][N:20](C4CCCCO4)[N:19]=3)[NH:10][C:11]=2[C:12]2[CH:17]=[CH:16][CH:15]=[CH:14][CH:13]=2)[CH:6]=[CH:5][CH:4]=[CH:3][CH:2]=1.CC1C=CC(S(O)(=O)=O)=CC=1. Product: [C:12]1([C:11]2[N:10]=[C:9]([C:18]3[C:22]([NH:23][C:24](=[O:33])[C:25]4[C:26]([F:32])=[CH:27][CH:28]=[CH:29][C:30]=4[F:31])=[CH:21][NH:20][N:19]=3)[NH:8][C:7]=2[C:1]2[CH:2]=[CH:3][CH:4]=[CH:5][CH:6]=2)[CH:17]=[CH:16][CH:15]=[CH:14][CH:13]=1. The catalyst class is: 653. (3) Reactant: [NH2:1][C:2]1[C:9]([O:10][CH3:11])=[CH:8][CH:7]=[C:6]([C:12]([F:15])([F:14])[F:13])[C:3]=1[C:4]#[N:5].[Br:16]Br. Product: [NH2:1][C:2]1[C:9]([O:10][CH3:11])=[CH:8][C:7]([Br:16])=[C:6]([C:12]([F:13])([F:14])[F:15])[C:3]=1[C:4]#[N:5]. The catalyst class is: 15. (4) Reactant: [CH:1]1([CH2:4][C:5]#[N:6])[CH2:3][CH2:2]1.[Li+].CC([N-]C(C)C)C.[C:15](OC(=O)C)(=[O:17])[CH3:16]. Product: [CH:1]1([CH:4]([C:15](=[O:17])[CH3:16])[C:5]#[N:6])[CH2:3][CH2:2]1. The catalyst class is: 1. (5) Reactant: [CH:1]1([N:7]2[C:12]([OH:13])=[C:11]([C:14]([NH:16][CH2:17][C:18]([O:20]CC)=[O:19])=[O:15])[C:10](=[O:23])[NH:9][C:8]2=[O:24])[CH2:6][CH2:5][CH2:4][CH2:3][CH2:2]1.[OH-].[Na+].Cl. Product: [CH:1]1([N:7]2[C:12]([OH:13])=[C:11]([C:14]([NH:16][CH2:17][C:18]([OH:20])=[O:19])=[O:15])[C:10](=[O:23])[NH:9][C:8]2=[O:24])[CH2:2][CH2:3][CH2:4][CH2:5][CH2:6]1. The catalyst class is: 8. (6) Reactant: [SH:1][C:2]1[CH:11]=[CH:10][C:5]([C:6]([O:8][CH3:9])=[O:7])=[CH:4][CH:3]=1.[Br:12][CH2:13][CH2:14][CH2:15]Br.C(=O)([O-])[O-].[K+].[K+]. Product: [Br:12][CH2:13][CH2:14][CH2:15][S:1][C:2]1[CH:3]=[CH:4][C:5]([C:6]([O:8][CH3:9])=[O:7])=[CH:10][CH:11]=1. The catalyst class is: 3. (7) The catalyst class is: 4. Product: [NH2:9][C:10]1[C:19]2[N:20]=[C:21]([CH2:28][O:29][CH2:30][CH3:31])[N:22]([CH2:23][CH2:24][CH2:25][CH2:26][NH:27][C:5]([NH:4][CH:1]([CH3:3])[CH3:2])=[O:6])[C:18]=2[C:17]2[CH:16]=[CH:15][C:14]([O:32][CH2:33][CH2:34][CH2:35][N:36]3[CH2:40][CH2:39][CH2:38][C:37]3=[O:41])=[CH:13][C:12]=2[N:11]=1. Reactant: [CH:1]([N:4]=[C:5]=[O:6])([CH3:3])[CH3:2].Cl.Cl.[NH2:9][C:10]1[C:19]2[N:20]=[C:21]([CH2:28][O:29][CH2:30][CH3:31])[N:22]([CH2:23][CH2:24][CH2:25][CH2:26][NH2:27])[C:18]=2[C:17]2[CH:16]=[CH:15][C:14]([O:32][CH2:33][CH2:34][CH2:35][N:36]3[CH2:40][CH2:39][CH2:38][C:37]3=[O:41])=[CH:13][C:12]=2[N:11]=1.C(N(CC)CC)C. (8) Reactant: C([O:3][C:4](=[O:34])[CH2:5][CH:6]1[S:10][C:9]([C:11]2[NH:12][C:13]3[C:18]([CH:19]=2)=[CH:17][C:16]([O:20][C:21]([F:24])([F:23])[F:22])=[CH:15][C:14]=3[NH:25][S:26]([C:29]2[S:30][CH:31]=[CH:32][CH:33]=2)(=[O:28])=[O:27])=[N:8][CH2:7]1)C.[OH-].[Na+].O1CCCC1.C(O)(=O)CC(CC(O)=O)(C(O)=O)O. Product: [S:30]1[CH:31]=[CH:32][CH:33]=[C:29]1[S:26]([NH:25][C:14]1[CH:15]=[C:16]([O:20][C:21]([F:22])([F:24])[F:23])[CH:17]=[C:18]2[C:13]=1[NH:12][C:11]([C:9]1[S:10][CH:6]([CH2:5][C:4]([OH:34])=[O:3])[CH2:7][N:8]=1)=[CH:19]2)(=[O:27])=[O:28]. The catalyst class is: 8.